This data is from Reaction yield outcomes from USPTO patents with 853,638 reactions. The task is: Predict the reaction yield, written as a fraction of the theoretical maximum amount of product (1.0 means a 100% yield; for example, 0.34 means a 34% yield). (1) The reactants are F[C:2]1[N:18]=[CH:17][CH:16]=[CH:15][C:3]=1[C:4]([N:6]([C:8]1[CH:13]=[CH:12][C:11]([F:14])=[CH:10][CH:9]=1)[CH3:7])=[O:5].[ClH:19].[NH:20]1[C:24]2=[N:25][CH:26]=[CH:27][C:28]([O:29][C:30]3[CH:35]=[CH:34][C:33]([NH:36]C4C(C(NC5C=CC(F)=CC=5F)=O)=CN=CC=4)=[CH:32][C:31]=3[F:54])=[C:23]2[CH:22]=[CH:21]1.C1(N)C(F)=C(F)C(F)=C(N)C=1F.Cl.Cl. The catalyst is CC(N(C)C)=O. The product is [ClH:19].[ClH:19].[NH:20]1[C:24]2=[N:25][CH:26]=[CH:27][C:28]([O:29][C:30]3[CH:35]=[CH:34][C:33]([NH:36][C:2]4[N:18]=[CH:17][CH:16]=[CH:15][C:3]=4[C:4]([N:6]([C:8]4[CH:13]=[CH:12][C:11]([F:14])=[CH:10][CH:9]=4)[CH3:7])=[O:5])=[CH:32][C:31]=3[F:54])=[C:23]2[CH:22]=[CH:21]1. The yield is 0.110. (2) The reactants are [CH3:1][C:2]1[C:10]2[C:5](=[CH:6][CH:7]=[CH:8][CH:9]=2)[CH2:4][C:3]=1[C:11]([OH:13])=O.[C:14]([O:18][C:19](=[O:37])[C@@H:20]([NH:31][C:32](=[O:36])[C@@H:33]([NH2:35])[CH3:34])[CH2:21][C:22]1[C:30]2[C:25](=[CH:26][CH:27]=[CH:28][CH:29]=2)[NH:24][CH:23]=1)([CH3:17])([CH3:16])[CH3:15].C(N(CC)C(C)C)(C)C.CN(C(ON1N=NC2C=CC=NC1=2)=[N+](C)C)C.F[P-](F)(F)(F)(F)F. The catalyst is CN(C=O)C.O. The product is [C:14]([O:18][C:19](=[O:37])[C@@H:20]([NH:31][C:32](=[O:36])[C@@H:33]([NH:35][C:11]([C:3]1[CH2:4][C:5]2[C:10]([C:2]=1[CH3:1])=[CH:9][CH:8]=[CH:7][CH:6]=2)=[O:13])[CH3:34])[CH2:21][C:22]1[C:30]2[C:25](=[CH:26][CH:27]=[CH:28][CH:29]=2)[NH:24][CH:23]=1)([CH3:15])([CH3:16])[CH3:17]. The yield is 0.840. (3) The product is [ClH:1].[CH3:34][NH:2][C:3]12[CH2:11][CH2:10][CH:7]([CH2:8][CH2:9]1)[CH2:6][N:5]1[C:12](=[O:30])[C:13]([O:21][C:22]([C:24]3[CH:25]=[CH:26][CH:27]=[CH:28][CH:29]=3)=[O:23])=[C:14]([C:16]([O:18][CH2:19][CH3:20])=[O:17])[N:15]=[C:4]21. The catalyst is C(O)C.[Pd]. The reactants are [ClH:1].[NH2:2][C:3]12[CH2:11][CH2:10][CH:7]([CH2:8][CH2:9]1)[CH2:6][N:5]1[C:12](=[O:30])[C:13]([O:21][C:22]([C:24]3[CH:29]=[CH:28][CH:27]=[CH:26][CH:25]=3)=[O:23])=[C:14]([C:16]([O:18][CH2:19][CH3:20])=[O:17])[N:15]=[C:4]21.Cl.[H][H].[C:34](OCC)(=O)C. The yield is 0.900. (4) The reactants are [NH2:1][C:2]1[N:7]=[CH:6][C:5]([C:8]([N:10]2[CH2:15][CH2:14][O:13][CH2:12][CH2:11]2)=[O:9])=[CH:4][CH:3]=1.Br[C:17]1[C:18](=[O:25])[N:19]([CH3:24])[CH:20]=[C:21]([Br:23])[CH:22]=1. No catalyst specified. The product is [Br:23][C:21]1[CH:22]=[C:17]([NH:1][C:2]2[CH:3]=[CH:4][C:5]([C:8]([N:10]3[CH2:15][CH2:14][O:13][CH2:12][CH2:11]3)=[O:9])=[CH:6][N:7]=2)[C:18](=[O:25])[N:19]([CH3:24])[CH:20]=1. The yield is 0.210.